This data is from Full USPTO retrosynthesis dataset with 1.9M reactions from patents (1976-2016). The task is: Predict the reactants needed to synthesize the given product. (1) Given the product [Cl:1][C:2]1[CH:9]=[C:8]([F:10])[CH:7]=[CH:6][C:3]=1[CH2:4][NH:15][CH2:14][CH:13]([O:16][CH3:17])[O:12][CH3:11], predict the reactants needed to synthesize it. The reactants are: [Cl:1][C:2]1[CH:9]=[C:8]([F:10])[CH:7]=[CH:6][C:3]=1[CH:4]=O.[CH3:11][O:12][CH:13]([O:16][CH3:17])[CH2:14][NH2:15].O.[BH4-].[Na+]. (2) Given the product [C:1]1([C:11]2[O:12][C:15]3[CH:16]=[C:17]([CH2:20][C:21]([O:23][CH3:24])=[O:22])[CH:18]=[CH:19][C:14]=3[N:13]=2)[C:10]2[C:5](=[CH:6][CH:7]=[CH:8][CH:9]=2)[CH:4]=[CH:3][CH:2]=1, predict the reactants needed to synthesize it. The reactants are: [C:1]1([CH:11]=[O:12])[C:10]2[C:5](=[CH:6][CH:7]=[CH:8][CH:9]=2)[CH:4]=[CH:3][CH:2]=1.[NH2:13][C:14]1[CH:19]=[CH:18][C:17]([CH2:20][C:21]([O:23][CH3:24])=[O:22])=[CH:16][C:15]=1O.C(O)(=O)C.C(O)(=O)C.IC1C=CC=CC=1. (3) Given the product [Cl:24][C:23]1[C:18]([N:1]2[CH2:5][CH2:4][CH:3]([C:6]3[NH:10][C:9]4[CH:11]=[CH:12][C:13]([C:15]#[N:16])=[CH:14][C:8]=4[N:7]=3)[CH2:2]2)=[N:19][CH:20]=[CH:21][CH:22]=1, predict the reactants needed to synthesize it. The reactants are: [NH:1]1[CH2:5][CH2:4][CH:3]([C:6]2[NH:10][C:9]3[CH:11]=[CH:12][C:13]([C:15]#[N:16])=[CH:14][C:8]=3[N:7]=2)[CH2:2]1.Br[C:18]1[C:23]([Cl:24])=[CH:22][CH:21]=[CH:20][N:19]=1.